From a dataset of Catalyst prediction with 721,799 reactions and 888 catalyst types from USPTO. Predict which catalyst facilitates the given reaction. (1) Reactant: [Br:1][C:2]1[N:7]2[N:8]=[C:9]([CH3:14])[C:10]([N+:11]([O-])=O)=[C:6]2[CH:5]=[CH:4][CH:3]=1.C(O)C.O. Product: [Br:1][C:2]1[N:7]2[N:8]=[C:9]([CH3:14])[C:10]([NH2:11])=[C:6]2[CH:5]=[CH:4][CH:3]=1. The catalyst class is: 763. (2) Reactant: [N+:1]([C:4]1[CH:9]=[CH:8][CH:7]=[CH:6][C:5]=1[S:10](Cl)(=[O:12])=[O:11])([O-:3])=[O:2].C(N(CC)CC)C.[CH:21]1([NH2:25])[CH2:24][CH2:23][CH2:22]1. Product: [CH:21]1([NH:25][S:10]([C:5]2[CH:6]=[CH:7][CH:8]=[CH:9][C:4]=2[N+:1]([O-:3])=[O:2])(=[O:12])=[O:11])[CH2:24][CH2:23][CH2:22]1. The catalyst class is: 4. (3) Reactant: [C:1]([O:5][CH3:6])(=[O:4])[CH2:2][SH:3].Cl[C:8]1[CH:15]=[CH:14][CH:13]=[C:12]([S:16][C:17]2[CH:22]=[CH:21][C:20]([O:23][CH3:24])=[CH:19][CH:18]=2)[C:9]=1[CH:10]=O.C[O-].[Na+]. Product: [CH3:24][O:23][C:20]1[CH:19]=[CH:18][C:17]([S:16][C:12]2[C:9]3[CH:10]=[C:2]([C:1]([O:5][CH3:6])=[O:4])[S:3][C:8]=3[CH:15]=[CH:14][CH:13]=2)=[CH:22][CH:21]=1. The catalyst class is: 9. (4) Reactant: [NH:1]1[C:5](=[O:6])[CH2:4][CH2:3][C@H:2]1[C:7]([NH:9][C@H:10]([C:36]([NH:38][C@H:39]([C:50]([NH:52][C@H:53]([C:60]([NH:62][C@H:63]([C:76]([NH:78][C@@H:79]([C:91]([NH:93][C@H:94]([C:99]([NH:101][C@H:102]([C:127]([N:129]1[CH2:138][CH2:137][CH2:136][C@H:130]1[C:131]([NH:133][CH2:134][CH3:135])=[O:132])=[O:128])[CH2:103][CH2:104][CH2:105][NH:106][C:107](=[NH:126])[NH:108]S(C1C(C)=C2C(OC(C2)(C)C)=C(C)C=1C)(=O)=O)=[O:100])[CH2:95][CH:96]([CH3:98])[CH3:97])=[O:92])[CH2:80][C:81]1[C:89]2[C:84](=[CH:85][CH:86]=[CH:87][CH:88]=2)[NH:83][C:82]=1[CH3:90])=[O:77])[CH2:64][C:65]1[CH:70]=[CH:69][C:68]([O:71]C(C)(C)C)=[CH:67][CH:66]=1)=[O:61])[CH2:54][O:55]C(C)(C)C)=[O:51])[CH2:40][C:41]1[C:49]2[C:44](=[CH:45][CH:46]=[CH:47][CH:48]=2)[NH:43][CH:42]=1)=[O:37])[CH2:11][C:12]1[N:16]=[CH:15][N:14](C(C2C=CC=CC=2)(C2C=CC=CC=2)C2C=CC=CC=2)[CH:13]=1)=[O:8].C(O)(C(F)(F)F)=O. Product: [NH:1]1[C:5](=[O:6])[CH2:4][CH2:3][C@H:2]1[C:7]([NH:9][C@H:10]([C:36]([NH:38][C@H:39]([C:50]([NH:52][C@H:53]([C:60]([NH:62][C@H:63]([C:76]([NH:78][C@@H:79]([C:91]([NH:93][C@H:94]([C:99]([NH:101][C@H:102]([C:127]([N:129]1[CH2:138][CH2:137][CH2:136][C@H:130]1[C:131]([NH:133][CH2:134][CH3:135])=[O:132])=[O:128])[CH2:103][CH2:104][CH2:105][NH:106][C:107](=[NH:108])[NH2:126])=[O:100])[CH2:95][CH:96]([CH3:98])[CH3:97])=[O:92])[CH2:80][C:81]1[C:89]2[C:84](=[CH:85][CH:86]=[CH:87][CH:88]=2)[NH:83][C:82]=1[CH3:90])=[O:77])[CH2:64][C:65]1[CH:70]=[CH:69][C:68]([OH:71])=[CH:67][CH:66]=1)=[O:61])[CH2:54][OH:55])=[O:51])[CH2:40][C:41]1[C:49]2[C:44](=[CH:45][CH:46]=[CH:47][CH:48]=2)[NH:43][CH:42]=1)=[O:37])[CH2:11][C:12]1[N:16]=[CH:15][NH:14][CH:13]=1)=[O:8]. The catalyst class is: 6. (5) Reactant: [CH3:1][O:2][C:3](=[O:37])[CH2:4][N:5]([S:26](=[O:36])(=[O:35])[NH:27]C(OC(C)(C)C)=O)[C:6]1[C:15]2[C:10](=[CH:11][CH:12]=[C:13]([O:16][CH3:17])[CH:14]=2)[CH:9]=[C:8]([O:18][CH2:19][C:20]2[CH:25]=[CH:24][CH:23]=[CH:22][CH:21]=2)[CH:7]=1. Product: [CH3:1][O:2][C:3](=[O:37])[CH2:4][N:5]([S:26](=[O:35])(=[O:36])[NH2:27])[C:6]1[C:15]2[C:10](=[CH:11][CH:12]=[C:13]([O:16][CH3:17])[CH:14]=2)[CH:9]=[C:8]([O:18][CH2:19][C:20]2[CH:25]=[CH:24][CH:23]=[CH:22][CH:21]=2)[CH:7]=1. The catalyst class is: 617.